Dataset: CYP2C9 inhibition data for predicting drug metabolism from PubChem BioAssay. Task: Regression/Classification. Given a drug SMILES string, predict its absorption, distribution, metabolism, or excretion properties. Task type varies by dataset: regression for continuous measurements (e.g., permeability, clearance, half-life) or binary classification for categorical outcomes (e.g., BBB penetration, CYP inhibition). Dataset: cyp2c9_veith. (1) The molecule is Cc1ccc(CSc2nc3c(c(SCC(=O)O)n2)CCCC3)cc1. The result is 1 (inhibitor). (2) The drug is COC(=O)C1=C(C)OC(N)=C(C#N)C1C1CCCCC1. The result is 1 (inhibitor). (3) The compound is C[C@@](O)(CNS(=O)(=O)c1ccccc1)c1ccccc1. The result is 0 (non-inhibitor). (4) The molecule is Cc1cccc(NC(=S)NC(=O)c2cc(-c3ccccc3)nc3ccccc23)c1. The result is 0 (non-inhibitor). (5) The molecule is Nc1nc(-c2cccs2)cs1. The result is 0 (non-inhibitor). (6) The drug is O=C1SC(c2ccccc2)=C/C1=C\N1CCCCC1. The result is 1 (inhibitor). (7) The compound is COC(=O)N1CCC[C@@]2(CCN(Cc3cc(C(F)(F)F)cc(C(F)(F)F)c3)C2)C1. The result is 0 (non-inhibitor). (8) The drug is O=C(O)CCC(=O)c1ccc(Cl)cc1. The result is 0 (non-inhibitor). (9) The drug is COc1ccc(CNc2ccnc(-c3ccc4c(c3)OCO4)n2)c(OC)c1. The result is 0 (non-inhibitor).